Dataset: Catalyst prediction with 721,799 reactions and 888 catalyst types from USPTO. Task: Predict which catalyst facilitates the given reaction. (1) Reactant: [CH3:1][C:2]1[CH:7]=[CH:6][N:5]=[C:4]([NH:8][C:9]([NH2:11])=[S:10])[N:3]=1.II.[F:14][C:15]([F:34])([F:33])[CH2:16][C:17]([C:19]1[CH:20]=[N:21][N:22]([CH2:24][C:25]2[CH:30]=[CH:29][C:28]([O:31][CH3:32])=[CH:27][CH:26]=2)[CH:23]=1)=O. Product: [CH3:32][O:31][C:28]1[CH:27]=[CH:26][C:25]([CH2:24][N:22]2[CH:23]=[C:19]([C:17]3[N:11]=[C:9]([NH:8][C:4]4[N:3]=[C:2]([CH3:1])[CH:7]=[CH:6][N:5]=4)[S:10][C:16]=3[C:15]([F:34])([F:14])[F:33])[CH:20]=[N:21]2)=[CH:30][CH:29]=1. The catalyst class is: 17. (2) Reactant: N(C(N1CCCCC1)=O)=NC(N1CCCCC1)=O.[CH2:19]([N:26]([CH3:34])[CH2:27][CH2:28][C@H:29]([OH:33])[CH2:30][CH2:31][CH3:32])[C:20]1[CH:25]=[CH:24][CH:23]=[CH:22][CH:21]=1.[Cl:35][C:36]1[CH:37]=[C:38](O)[CH:39]=[CH:40][CH:41]=1.C(P(CCCC)CCCC)CCC. Product: [CH2:19]([N:26]([CH2:27][CH2:28][C@@H:29]([O:33][C:40]1[CH:39]=[CH:38][CH:37]=[C:36]([Cl:35])[CH:41]=1)[CH2:30][CH2:31][CH3:32])[CH3:34])[C:20]1[CH:25]=[CH:24][CH:23]=[CH:22][CH:21]=1. The catalyst class is: 451. (3) The catalyst class is: 2. Reactant: C[O:2][C:3]1[C:8]2[O:9][C:10]3[C:15]([C:7]=2[CH:6]=[CH:5][CH:4]=1)=[CH:14][CH:13]=[CH:12][N:11]=3.Cl.N1C=CC=CC=1.C(=O)(O)[O-].[Na+]. Product: [N:11]1[CH:12]=[CH:13][CH:14]=[C:15]2[C:7]3[CH:6]=[CH:5][CH:4]=[C:3]([OH:2])[C:8]=3[O:9][C:10]=12. (4) Reactant: O[C:2]1[CH:7]=[CH:6][C:5](S(N2[CH2:16][C@H:15]3[CH2:17]C(C)(C)[C@@H:12]2[C:13](=O)[O:14]3)(=O)=O)=[CH:4][CH:3]=1.[C:22](=O)([O-])[O-].[K+].[K+].CN(C)C=O. Product: [CH:15]([O:14][CH:13]([CH3:12])[CH3:22])([CH3:16])[CH3:17].[CH3:6][CH2:7][CH2:2][CH2:3][CH2:4][CH3:5]. The catalyst class is: 13. (5) Reactant: [CH2:1]([O:8][C:9](=[O:23])[N:10]([C@@H:13]1[CH2:21][C:20]2[C:15](=[CH:16][CH:17]=[C:18]([NH2:22])[CH:19]=2)[CH2:14]1)[CH2:11][CH3:12])[C:2]1[CH:7]=[CH:6][CH:5]=[CH:4][CH:3]=1.[C:24]([N:32]=[C:33]=[S:34])(=[O:31])[C:25]1[CH:30]=[CH:29][CH:28]=[CH:27][CH:26]=1.C1C(=O)N(Br)C(=O)C1.CC#N. Product: [CH2:1]([O:8][C:9](=[O:23])[N:10]([C@@H:13]1[CH2:21][C:20]2[C:15](=[CH:16][C:17]3[S:34][C:33]([NH:32][C:24](=[O:31])[C:25]4[CH:26]=[CH:27][CH:28]=[CH:29][CH:30]=4)=[N:22][C:18]=3[CH:19]=2)[CH2:14]1)[CH2:11][CH3:12])[C:2]1[CH:7]=[CH:6][CH:5]=[CH:4][CH:3]=1. The catalyst class is: 2.